From a dataset of Forward reaction prediction with 1.9M reactions from USPTO patents (1976-2016). Predict the product of the given reaction. (1) Given the reactants COC[O:4][C:5]1[CH:14]=[CH:13][C:12]2[O:11][CH:10]([C:15]3[CH:20]=[CH:19][C:18]([O:21]COC)=[CH:17][CH:16]=3)[CH:9]3[CH2:25][CH:26]([OH:28])[CH2:27][CH:8]3[C:7]=2[CH:6]=1.CO.C(Cl)Cl, predict the reaction product. The product is: [OH:21][C:18]1[CH:17]=[CH:16][C:15]([C@H:10]2[C@H:9]3[CH2:25][C@@H:26]([OH:28])[CH2:27][C@H:8]3[C:7]3[CH:6]=[C:5]([OH:4])[CH:14]=[CH:13][C:12]=3[O:11]2)=[CH:20][CH:19]=1. (2) Given the reactants [CH3:1][C:2]1[CH:7]=[C:6]([C:8]2[CH:13]=[CH:12][N:11]=[CH:10][CH:9]=2)[CH:5]=[C:4]([CH3:14])[C:3]=1[S:15][C:16]1[C:17]2[N:40]([CH3:41])[CH:39]=[CH:38][C:18]=2[N:19]=[C:20]([N:22]([C:30]2[CH:35]=[CH:34][C:33]([C:36]#[N:37])=[CH:32][CH:31]=2)C(=O)OC(C)(C)C)[N:21]=1, predict the reaction product. The product is: [CH3:1][C:2]1[CH:7]=[C:6]([C:8]2[CH:9]=[CH:10][N:11]=[CH:12][CH:13]=2)[CH:5]=[C:4]([CH3:14])[C:3]=1[S:15][C:16]1[C:17]2[N:40]([CH3:41])[CH:39]=[CH:38][C:18]=2[N:19]=[C:20]([NH:22][C:30]2[CH:35]=[CH:34][C:33]([C:36]#[N:37])=[CH:32][CH:31]=2)[N:21]=1. (3) Given the reactants C([O:8][C:9]1[CH:14]=[CH:13][C:12]([F:15])=[CH:11][C:10]=1[C:16]1([NH:19][C:20]2[C:21](=[O:39])[N:22]([C:27]3[CH:28]=[C:29]([CH:34]=[C:35]([F:38])[C:36]=3[CH3:37])[C:30](OC)=[O:31])[CH:23]=[C:24](Br)[N:25]=2)[CH2:18][CH2:17]1)C1C=CC=CC=1.[CH:40]1([NH:43]C(=O)C2C=C(N3C=CN=C([NH:43][C:40]4(C5C=CC=CC=5O)[CH2:42][CH2:41]4)C3=O)C(C)=C(F)C=2)[CH2:42][CH2:41]1, predict the reaction product. The product is: [CH:40]1([NH:43][C:30](=[O:31])[C:29]2[CH:28]=[C:27]([N:22]3[CH:23]=[CH:24][N:25]=[C:20]([NH:19][C:16]4([C:10]5[CH:11]=[C:12]([F:15])[CH:13]=[CH:14][C:9]=5[OH:8])[CH2:17][CH2:18]4)[C:21]3=[O:39])[C:36]([CH3:37])=[C:35]([F:38])[CH:34]=2)[CH2:42][CH2:41]1. (4) Given the reactants COC[O:4][C:5]1[CH:10]=[C:9]([O:11]COC)[CH:8]=[CH:7][C:6]=1[CH:15]1[CH2:19][CH2:18][C:17](=[O:20])[CH2:16]1, predict the reaction product. The product is: [OH:4][C:5]1[CH:10]=[C:9]([OH:11])[CH:8]=[CH:7][C:6]=1[CH:15]1[CH2:19][CH2:18][C:17](=[O:20])[CH2:16]1.